This data is from Forward reaction prediction with 1.9M reactions from USPTO patents (1976-2016). The task is: Predict the product of the given reaction. (1) Given the reactants [CH3:1][CH:2]([CH3:37])[C@H:3]([NH:31][C:32]1[S:33][CH:34]=[CH:35][N:36]=1)[C:4]([N:6]1[CH2:10][CH2:9][CH2:8][C@H:7]1[C:11]1[NH:12][C:13]([C:16]2[CH:21]=[CH:20][C:19](B3OC(C)(C)C(C)(C)O3)=[CH:18][CH:17]=2)=[CH:14][N:15]=1)=[O:5].Br[C:39]1[CH:44]=[CH:43][C:42]([C:45]2[NH:49][C:48]([C@@H:50]3[CH2:54][CH2:53][CH2:52][N:51]3[C:55](=[O:66])[C@@H:56]([NH:60][C:61]3[S:62][CH:63]=[CH:64][N:65]=3)[CH:57]([CH3:59])[CH3:58])=[N:47][CH:46]=2)=[CH:41][CH:40]=1.C([O-])(O)=O.[Na+], predict the reaction product. The product is: [C:19]1([C:39]2[CH:44]=[CH:43][C:42]([C:45]3[N:49]=[C:48]([C@@H:50]4[CH2:54][CH2:53][CH2:52][N:51]4[C:55](=[O:66])[C@@H:56]([NH:60][C:61]4[S:62][CH:63]=[CH:64][N:65]=4)[CH:57]([CH3:59])[CH3:58])[NH:47][CH:46]=3)=[CH:41][CH:40]=2)[CH:20]=[CH:21][C:16]([C:13]2[N:12]=[C:11]([C@@H:7]3[CH2:8][CH2:9][CH2:10][N:6]3[C:4](=[O:5])[C@@H:3]([NH:31][C:32]3[S:33][CH:34]=[CH:35][N:36]=3)[CH:2]([CH3:37])[CH3:1])[NH:15][CH:14]=2)=[CH:17][CH:18]=1. (2) Given the reactants [Br:1][C:2]1[C:10]2[O:9][C:8]([C:11]([OH:13])=O)=[CH:7][C:6]=2[CH:5]=[CH:4][CH:3]=1.Cl.Cl.[NH2:16][C@H:17]1[CH:22]2[CH2:23][CH2:24][N:19]([CH2:20][CH2:21]2)[CH2:18]1.CN(C(ON1N=NC2C=CC=NC1=2)=[N+](C)C)C.F[P-](F)(F)(F)(F)F.C(N(CC)C(C)C)(C)C, predict the reaction product. The product is: [N:19]12[CH2:24][CH2:23][CH:22]([CH2:21][CH2:20]1)[C@H:17]([NH:16][C:11]([C:8]1[O:9][C:10]3[C:2]([Br:1])=[CH:3][CH:4]=[CH:5][C:6]=3[CH:7]=1)=[O:13])[CH2:18]2.